The task is: Predict which catalyst facilitates the given reaction.. This data is from Catalyst prediction with 721,799 reactions and 888 catalyst types from USPTO. (1) Reactant: [C:1]([C:3]1[C:4]([F:31])=[CH:5][C:6]([F:30])=[C:7]([C@:9]23[CH2:18][O:17][C@@H:16]([CH2:19][F:20])[CH2:15][C@H:14]2[CH2:13][S:12][C:11]([NH:21][C:22](=[O:29])[C:23]2[CH:28]=[CH:27][CH:26]=[CH:25][CH:24]=2)=[N:10]3)[CH:8]=1)#[N:2].[C:32](O[C:32]([O:34][C:35]([CH3:38])([CH3:37])[CH3:36])=[O:33])([O:34][C:35]([CH3:38])([CH3:37])[CH3:36])=[O:33].[BH4-].[Na+].NCCNCCN. Product: [C:22]([NH:21][C:11]1[S:12][CH2:13][C@@H:14]2[CH2:15][C@H:16]([CH2:19][F:20])[O:17][CH2:18][C@:9]2([C:7]2[C:6]([F:30])=[CH:5][C:4]([F:31])=[C:3]([CH:8]=2)[CH2:1][NH:2][C:32](=[O:33])[O:34][C:35]([CH3:38])([CH3:37])[CH3:36])[N:10]=1)(=[O:29])[C:23]1[CH:24]=[CH:25][CH:26]=[CH:27][CH:28]=1. The catalyst class is: 652. (2) Reactant: [O:1]1[C:5]2[CH:6]=[CH:7][C:8]([C:10]([O:12]C)=[O:11])=[CH:9][C:4]=2[CH:3]=[CH:2]1.[Br:14]Br.C([O-])(O)=O.[Na+].C([O-])([O-])=O.[K+].[K+]. Product: [Br:14][C:3]1[C:4]2[CH:9]=[C:8]([C:10]([OH:12])=[O:11])[CH:7]=[CH:6][C:5]=2[O:1][CH:2]=1. The catalyst class is: 2. (3) Reactant: [NH:1]1[CH2:6][CH2:5][NH:4][CH2:3][CH2:2]1.[C:7]1([C:13]([C:21]2[CH:26]=[CH:25][CH:24]=[CH:23][CH:22]=2)([C:15]2[CH:20]=[CH:19][CH:18]=[CH:17][CH:16]=2)Cl)[CH:12]=[CH:11][CH:10]=[CH:9][CH:8]=1.O. Product: [C:7]1([C:13]([C:15]2[CH:16]=[CH:17][CH:18]=[CH:19][CH:20]=2)([C:21]2[CH:22]=[CH:23][CH:24]=[CH:25][CH:26]=2)[N:1]2[CH2:6][CH2:5][NH:4][CH2:3][CH2:2]2)[CH:8]=[CH:9][CH:10]=[CH:11][CH:12]=1. The catalyst class is: 9.